Task: Predict the reaction yield, written as a fraction of the theoretical maximum amount of product (1.0 means a 100% yield; for example, 0.34 means a 34% yield).. Dataset: Reaction yield outcomes from USPTO patents with 853,638 reactions (1) The reactants are [CH2:1]=[CH:2][C@@H:3]([OH:8])[CH2:4][CH2:5][C:6]#[CH:7].C(N(CC)CC)C.O([Si:24]([C:27]([CH3:30])([CH3:29])[CH3:28])([CH3:26])[CH3:25])S(C(F)(F)F)(=O)=O.O. The catalyst is C(Cl)Cl. The product is [C:27]([Si:24]([CH3:26])([CH3:25])[O:8][C@H:3]([CH:2]=[CH2:1])[CH2:4][CH2:5][C:6]#[CH:7])([CH3:30])([CH3:29])[CH3:28]. The yield is 0.580. (2) The reactants are [F:1][C:2]1[CH:24]=[CH:23][C:5]([CH2:6][NH:7][C:8]([C:10]2[S:14][C:13]([C:15]3[CH:20]=[N:19][CH:18]=[C:17](I)[N:16]=3)=[N:12][C:11]=2[CH3:22])=[O:9])=[CH:4][CH:3]=1.[F:25][C:26]1[CH:34]=[CH:33][C:29]([CH2:30][NH:31][CH3:32])=[CH:28][CH:27]=1.C(N(C(C)C)CC)(C)C.CC(N(C)C)=O. The catalyst is ClCCl. The product is [F:1][C:2]1[CH:24]=[CH:23][C:5]([CH2:6][NH:7][C:8]([C:10]2[S:14][C:13]([C:15]3[CH:20]=[N:19][CH:18]=[C:17]([N:31]([CH2:30][C:29]4[CH:33]=[CH:34][C:26]([F:25])=[CH:27][CH:28]=4)[CH3:32])[N:16]=3)=[N:12][C:11]=2[CH3:22])=[O:9])=[CH:4][CH:3]=1. The yield is 0.440. (3) The reactants are Br[C:2]1[CH:7]=[CH:6][C:5]([C:8]2[N:9]=[C:10]3[CH:15]=[CH:14][CH:13]=[CH:12][N:11]3[CH:16]=2)=[CH:4][CH:3]=1.[OH:17][C:18]1[CH:19]=[C:20]2[C:25](=[CH:26][CH:27]=1)[CH:24]=[C:23](B(O)O)[CH:22]=[CH:21]2.C(=O)([O-])[O-].[Na+].[Na+].Cl. The catalyst is C1C=CC([P]([Pd]([P](C2C=CC=CC=2)(C2C=CC=CC=2)C2C=CC=CC=2)([P](C2C=CC=CC=2)(C2C=CC=CC=2)C2C=CC=CC=2)[P](C2C=CC=CC=2)(C2C=CC=CC=2)C2C=CC=CC=2)(C2C=CC=CC=2)C2C=CC=CC=2)=CC=1.COCCOC. The product is [N:9]1[C:8]([C:5]2[CH:6]=[CH:7][C:2]([C:23]3[CH:24]=[C:25]4[C:20](=[CH:21][CH:22]=3)[CH:19]=[C:18]([OH:17])[CH:27]=[CH:26]4)=[CH:3][CH:4]=2)=[CH:16][N:11]2[CH:12]=[CH:13][CH:14]=[CH:15][C:10]=12. The yield is 0.750. (4) The catalyst is ClCCCl.O. The reactants are [NH2:1][C:2]1[C:3]([F:13])=[C:4]([C:9]([F:12])=[CH:10][CH:11]=1)[C:5]([O:7][CH3:8])=[O:6].N1C=CC=CC=1.[CH2:20]([S:23](Cl)(=[O:25])=[O:24])[CH2:21][CH3:22]. The product is [F:13][C:3]1[C:2]([NH:1][S:23]([CH2:20][CH2:21][CH3:22])(=[O:25])=[O:24])=[CH:11][CH:10]=[C:9]([F:12])[C:4]=1[C:5]([O:7][CH3:8])=[O:6]. The yield is 0.540. (5) The reactants are [CH:1]1([NH2:4])[CH2:3][CH2:2]1.Cl[C:6]1[N:11]=[C:10]([Cl:12])[N:9]=[C:8]2[NH:13][N:14]=[CH:15][C:7]=12. The catalyst is C(O)C. The product is [Cl:12][C:10]1[N:9]=[C:8]2[NH:13][N:14]=[CH:15][C:7]2=[C:6]([NH:4][CH:1]2[CH2:3][CH2:2]2)[N:11]=1. The yield is 0.970. (6) The reactants are [CH3:1][C:2]1[CH:3]=[C:4]([C:17]2[N:21]([CH:22]3[CH2:27][CH2:26][CH2:25][CH2:24][O:23]3)[CH:20]=[N:19][N:18]=2)[CH:5]=[CH:6][C:7]=1B1OC(C)(C)C(C)(C)O1.FC(F)(F)C(O)=O.Br[C:36]1[N:41]=[C:40]2[NH:42][C:43](=[O:46])[CH2:44][NH:45][C:39]2=[N:38][CH:37]=1.ClCCl.C(=O)([O-])[O-].[Na+].[Na+]. The catalyst is C1C=CC(P(C2C=CC=CC=2)[C-]2C=CC=C2)=CC=1.C1C=CC(P(C2C=CC=CC=2)[C-]2C=CC=C2)=CC=1.Cl[Pd]Cl.[Fe+2].C(O)(C)C.O1CCOCC1. The product is [CH3:1][C:2]1[CH:3]=[C:4]([C:17]2[N:21]([CH:22]3[CH2:27][CH2:26][CH2:25][CH2:24][O:23]3)[CH:20]=[N:19][N:18]=2)[CH:5]=[CH:6][C:7]=1[C:36]1[N:41]=[C:40]2[NH:42][C:43](=[O:46])[CH2:44][NH:45][C:39]2=[N:38][CH:37]=1. The yield is 0.150.